From a dataset of Reaction yield outcomes from USPTO patents with 853,638 reactions. Predict the reaction yield, written as a fraction of the theoretical maximum amount of product (1.0 means a 100% yield; for example, 0.34 means a 34% yield). (1) The reactants are Br[CH2:2][C:3]([O:5][CH2:6][CH3:7])=[O:4].P([O-])([O-])([O-])=O.[K+].[K+].[K+].[C:16]([C:19]1[CH:24]=[CH:23][C:22](B(O)O)=[CH:21][CH:20]=1)(=[O:18])[CH3:17].C1COCC1. The catalyst is CCOC(C)=O. The product is [C:16]([C:19]1[CH:24]=[CH:23][C:22]([CH2:2][C:3]([O:5][CH2:6][CH3:7])=[O:4])=[CH:21][CH:20]=1)(=[O:18])[CH3:17]. The yield is 0.290. (2) The reactants are N[C:2]1[N:7]=[CH:6][N:5]=[C:4]([O:8][C:9]2[CH:14]=[CH:13][C:12]([NH:15][C:16]([NH:18][C:19](=[O:28])[CH2:20][C:21]3[CH:26]=[CH:25][C:24]([F:27])=[CH:23][CH:22]=3)=[S:17])=[CH:11][C:10]=2[F:29])[CH:3]=1.F[C:31]1C=CC(CC(N=C=S)=O)=CC=1. The catalyst is C(Cl)Cl. The product is [NH2:5][C:6]1[CH:31]=[C:4]([O:8][C:9]2[CH:14]=[CH:13][C:12]([NH:15][C:16]([NH:18][C:19](=[O:28])[CH2:20][C:21]3[CH:26]=[CH:25][C:24]([F:27])=[CH:23][CH:22]=3)=[S:17])=[CH:11][C:10]=2[F:29])[CH:3]=[CH:2][N:7]=1. The yield is 0.380. (3) No catalyst specified. The reactants are C([O:5][C:6](=[O:37])[CH2:7][O:8][C:9]1[C:14]2[CH2:15][CH2:16][CH2:17][CH2:18][CH:19]([NH:20][S:21]([C:24]3[CH:29]=[CH:28][C:27]([C:30]4[CH:31]=[N:32][CH:33]=[C:34]([CH3:36])[CH:35]=4)=[CH:26][CH:25]=3)(=[O:23])=[O:22])[C:13]=2[CH:12]=[CH:11][CH:10]=1)(C)(C)C.[OH-].[Na+]. The product is [CH3:36][C:34]1[CH:35]=[C:30]([C:27]2[CH:26]=[CH:25][C:24]([S:21]([NH:20][CH:19]3[C:13]4[CH:12]=[CH:11][CH:10]=[C:9]([O:8][CH2:7][C:6]([OH:37])=[O:5])[C:14]=4[CH2:15][CH2:16][CH2:17][CH2:18]3)(=[O:22])=[O:23])=[CH:29][CH:28]=2)[CH:31]=[N:32][CH:33]=1. The yield is 0.730. (4) The reactants are C(O)(=O)C.[Cl:5][C:6]1[CH:7]=[C:8]([CH:13]=[C:14]([N+:16]([O-])=O)[CH:15]=1)[C:9]([O:11][CH3:12])=[O:10].[C:19](O[C:19]([O:21][C:22]([CH3:25])([CH3:24])[CH3:23])=[O:20])([O:21][C:22]([CH3:25])([CH3:24])[CH3:23])=[O:20].C(=O)(O)[O-].[Na+]. The catalyst is O1CCCC1.CN(C)C1C=CN=CC=1.[Zn].CO. The product is [C:22]([O:21][C:19]([NH:16][C:14]1[CH:13]=[C:8]([CH:7]=[C:6]([Cl:5])[CH:15]=1)[C:9]([O:11][CH3:12])=[O:10])=[O:20])([CH3:25])([CH3:24])[CH3:23]. The yield is 0.410. (5) The reactants are [Br:1][C:2]1[CH:7]=[C:6]([N+:8]([O-:10])=[O:9])[CH:5]=[CH:4][C:3]=1F.[C:12]1([OH:18])[CH:17]=[CH:16][CH:15]=[CH:14][CH:13]=1.C(=O)([O-])[O-].[Cs+].[Cs+]. The catalyst is CS(C)=O. The product is [Br:1][C:2]1[CH:7]=[C:6]([N+:8]([O-:10])=[O:9])[CH:5]=[CH:4][C:3]=1[O:18][C:12]1[CH:17]=[CH:16][CH:15]=[CH:14][CH:13]=1. The yield is 1.00. (6) The reactants are [Cl:1][C:2]1[C:10]([Cl:11])=[CH:9][CH:8]=[CH:7][C:3]=1[C:4]([OH:6])=[O:5].[N+:12]([O-])([OH:14])=[O:13]. The catalyst is OS(O)(=O)=O. The product is [Cl:1][C:2]1[C:10]([Cl:11])=[CH:9][C:8]([N+:12]([O-:14])=[O:13])=[CH:7][C:3]=1[C:4]([OH:6])=[O:5]. The yield is 0.440. (7) The reactants are [NH2:1][C:2]1[CH:3]=[C:4]([N:9]2[CH2:14][C:13]3[CH:15]=[N:16][C:17](Cl)=[CH:18][C:12]=3[N:11]([C:20]([CH3:23])([CH3:22])[CH3:21])[C:10]2=[O:24])[CH:5]=[CH:6][C:7]=1[F:8].[CH3:25][NH2:26]. The catalyst is [Cu]I. The product is [NH2:1][C:2]1[CH:3]=[C:4]([N:9]2[CH2:14][C:13]3[CH:15]=[N:16][C:17]([NH:26][CH3:25])=[CH:18][C:12]=3[N:11]([C:20]([CH3:23])([CH3:22])[CH3:21])[C:10]2=[O:24])[CH:5]=[CH:6][C:7]=1[F:8]. The yield is 0.460. (8) The reactants are [CH3:1][O:2][C:3]1[CH:4]=[C:5]2[C:10](=[CH:11][C:12]=1[O:13][CH3:14])[N:9]=[CH:8][CH:7]=[C:6]2[O:15][C:16]1[CH:21]=[CH:20][C:19]([NH:22][C:23](=O)[CH2:24][O:25][C:26]2[CH:31]=[CH:30][C:29]([O:32][CH3:33])=[CH:28][CH:27]=2)=[CH:18][CH:17]=1.Cl.[OH-].[Na+]. The catalyst is O1CCCC1. The product is [CH3:1][O:2][C:3]1[CH:4]=[C:5]2[C:10](=[CH:11][C:12]=1[O:13][CH3:14])[N:9]=[CH:8][CH:7]=[C:6]2[O:15][C:16]1[CH:17]=[CH:18][C:19]([NH:22][CH2:23][CH2:24][O:25][C:26]2[CH:27]=[CH:28][C:29]([O:32][CH3:33])=[CH:30][CH:31]=2)=[CH:20][CH:21]=1. The yield is 0.800.